Dataset: HIV replication inhibition screening data with 41,000+ compounds from the AIDS Antiviral Screen. Task: Binary Classification. Given a drug SMILES string, predict its activity (active/inactive) in a high-throughput screening assay against a specified biological target. The drug is CCC(OCc1ccccc1)C(C)=CCC(C)C=C(Br)Br. The result is 0 (inactive).